From a dataset of Catalyst prediction with 721,799 reactions and 888 catalyst types from USPTO. Predict which catalyst facilitates the given reaction. Reactant: [N+:1]([C:4]1[CH:9]=[CH:8][C:7]([N:10]2[CH2:15][CH2:14][CH2:13][CH2:12][CH2:11]2)=[CH:6][C:5]=1[C:16]1[CH:17]=[C:18]([CH:22]=[CH:23][N:24]=1)[C:19](O)=[O:20])([O-:3])=[O:2].CCN=C=NCCCN(C)C.Cl.[F:37][C:38]([F:48])([F:47])[C:39]1[CH:40]=[C:41]([CH2:45][NH2:46])[CH:42]=[CH:43][CH:44]=1. Product: [F:37][C:38]([F:47])([F:48])[C:39]1[CH:40]=[C:41]([CH:42]=[CH:43][CH:44]=1)[CH2:45][NH:46][C:19](=[O:20])[C:18]1[CH:22]=[CH:23][N:24]=[C:16]([C:5]2[CH:6]=[C:7]([N:10]3[CH2:15][CH2:14][CH2:13][CH2:12][CH2:11]3)[CH:8]=[CH:9][C:4]=2[N+:1]([O-:3])=[O:2])[CH:17]=1. The catalyst class is: 112.